This data is from Full USPTO retrosynthesis dataset with 1.9M reactions from patents (1976-2016). The task is: Predict the reactants needed to synthesize the given product. (1) The reactants are: [O:1]=[C:2]1[N:6]([CH2:7][C:8]([OH:10])=O)[C:5]2[CH:11]=[CH:12][CH:13]=[CH:14][C:4]=2[N:3]1[C:15]1[CH:20]=[CH:19][CH:18]=[CH:17][N:16]=1.[CH2:21]([N:23](CC)CC)C.ClC(OCC(C)C)=O.[N+](=C)=[N-]. Given the product [NH:23]=[CH:21][C:8](=[O:10])[CH2:7][N:6]1[C:5]2[CH:11]=[CH:12][CH:13]=[CH:14][C:4]=2[N:3]([C:15]2[CH:20]=[CH:19][CH:18]=[CH:17][N:16]=2)[C:2]1=[O:1], predict the reactants needed to synthesize it. (2) Given the product [Cl:1][C:2]1[CH:7]=[CH:6][C:5]([N+:8]([O-:10])=[O:9])=[C:4]([O:18][C:12]2[CH:17]=[CH:16][CH:15]=[CH:14][CH:13]=2)[CH:3]=1, predict the reactants needed to synthesize it. The reactants are: [Cl:1][C:2]1[CH:7]=[CH:6][C:5]([N+:8]([O-:10])=[O:9])=[C:4](F)[CH:3]=1.[C:12]1([OH:18])[CH:17]=[CH:16][CH:15]=[CH:14][CH:13]=1.C(=O)([O-])[O-].[K+].[K+].O. (3) Given the product [F:29][C:30]([F:35])([F:34])[C:31]([OH:33])=[O:32].[Cl:1][CH2:2][CH2:3][CH2:4]/[C:5](=[CH:13]\[C:14]1[CH:19]=[C:18]([O:20][CH3:21])[C:17]([N:22]2[CH:26]=[C:25]([CH3:27])[N:24]=[CH:23]2)=[CH:16][C:15]=1[F:28])/[C:6]([OH:8])=[O:7], predict the reactants needed to synthesize it. The reactants are: [Cl:1][CH2:2][CH2:3][CH2:4]/[C:5](=[CH:13]\[C:14]1[CH:19]=[C:18]([O:20][CH3:21])[C:17]([N:22]2[CH:26]=[C:25]([CH3:27])[N:24]=[CH:23]2)=[CH:16][C:15]=1[F:28])/[C:6]([O:8]C(C)(C)C)=[O:7].[F:29][C:30]([F:35])([F:34])[C:31]([OH:33])=[O:32]. (4) Given the product [Cl:22][CH2:16][C:12]1[CH:11]=[C:10]([CH:15]=[CH:14][CH:13]=1)[O:9][C:6]1[CH:5]=[CH:4][C:3]([C:2]([F:19])([F:18])[F:1])=[CH:8][N:7]=1, predict the reactants needed to synthesize it. The reactants are: [F:1][C:2]([F:19])([F:18])[C:3]1[CH:4]=[CH:5][C:6]([O:9][C:10]2[CH:11]=[C:12]([CH2:16]O)[CH:13]=[CH:14][CH:15]=2)=[N:7][CH:8]=1.S(Cl)([Cl:22])=O. (5) Given the product [OH:23][CH2:22][C:21]([NH:20][C:17]([C:10]1[C:11]2[CH2:12][C@H:13]3[CH2:16][C@H:14]3[C:15]=2[N:8]([C:4]2[CH:3]=[C:2]([F:1])[CH:7]=[CH:6][N:5]=2)[N:9]=1)=[O:18])([CH3:25])[CH3:24], predict the reactants needed to synthesize it. The reactants are: [F:1][C:2]1[CH:7]=[CH:6][N:5]=[C:4]([N:8]2[C:15]3[C@@H:14]4[CH2:16][C@@H:13]4[CH2:12][C:11]=3[C:10]([C:17](O)=[O:18])=[N:9]2)[CH:3]=1.[NH2:20][C:21]([CH3:25])([CH3:24])[CH2:22][OH:23].C(N(CC)CC)C.CN(C(ON1N=NC2C=CC=NC1=2)=[N+](C)C)C.F[P-](F)(F)(F)(F)F. (6) Given the product [NH:15]1[C:16]2[C:12](=[CH:11][CH:10]=[C:9]([NH:8][C:6]([C:5]3[C:4]([N:21]4[CH2:26][CH2:25][N:24]([CH3:27])[CH2:23][CH2:22]4)=[CH:3][C:2]4[NH:1][C:29]([NH2:28])=[N:20][C:19]=4[CH:18]=3)=[O:7])[CH:17]=2)[CH:13]=[N:14]1, predict the reactants needed to synthesize it. The reactants are: [NH2:1][C:2]1[C:19]([NH2:20])=[CH:18][C:5]([C:6]([NH:8][C:9]2[CH:17]=[C:16]3[C:12]([CH:13]=[N:14][NH:15]3)=[CH:11][CH:10]=2)=[O:7])=[C:4]([N:21]2[CH2:26][CH2:25][N:24]([CH3:27])[CH2:23][CH2:22]2)[CH:3]=1.[N:28]#[C:29]Br. (7) The reactants are: [F:1][C:2]1[CH:11]=[CH:10][C:9]([O:12][CH3:13])=[C:8]2[C:3]=1[CH2:4][CH2:5][C:6](=O)[CH2:7]2.[F:15][C:16]1[CH:17]=[C:18]2[C:22](=[CH:23][CH:24]=1)[NH:21][CH:20]=[C:19]2[CH2:25][CH2:26][CH2:27][NH2:28].C(O)(=O)C.C(O[BH-](OC(=O)C)OC(=O)C)(=O)C.[Na+]. Given the product [F:15][C:16]1[CH:17]=[C:18]2[C:22](=[CH:23][CH:24]=1)[NH:21][CH:20]=[C:19]2[CH2:25][CH2:26][CH2:27][NH:28][CH:6]1[CH2:5][CH2:4][C:3]2[C:8](=[C:9]([O:12][CH3:13])[CH:10]=[CH:11][C:2]=2[F:1])[CH2:7]1, predict the reactants needed to synthesize it.